Dataset: Forward reaction prediction with 1.9M reactions from USPTO patents (1976-2016). Task: Predict the product of the given reaction. (1) Given the reactants [CH2:1](Br)[C:2]1[CH:7]=[CH:6][CH:5]=[CH:4][CH:3]=1.FC(F)(F)C(O)=O.[I:16][C:17]1[C:26]2[C:21](=[CH:22][CH:23]=[N:24][CH:25]=2)[C:20](=[O:27])[NH:19][CH:18]=1.C([O-])([O-])=O.[Cs+].[Cs+], predict the reaction product. The product is: [CH2:1]([N:19]1[CH:18]=[C:17]([I:16])[C:26]2[C:21](=[CH:22][CH:23]=[N:24][CH:25]=2)[C:20]1=[O:27])[C:2]1[CH:7]=[CH:6][CH:5]=[CH:4][CH:3]=1. (2) Given the reactants [C:1]([Si:5]([O:8][CH2:9][C:10]1[CH:15]=[CH:14][C:13]([C:16]#[CH:17])=[C:12]([O:18][CH2:19][O:20][CH3:21])[CH:11]=1)([CH3:7])[CH3:6])([CH3:4])([CH3:3])[CH3:2], predict the reaction product. The product is: [C:1]([Si:5]([O:8][CH2:9][C:10]1[CH:15]=[CH:14][C:13]([CH2:16][CH3:17])=[C:12]([O:18][CH2:19][O:20][CH3:21])[CH:11]=1)([CH3:7])[CH3:6])([CH3:4])([CH3:2])[CH3:3]. (3) Given the reactants [NH2:1][C:2]1[C:11]2[CH:10]=[CH:9][CH:8]=[C:7](Br)[C:6]=2[N:5]=[C:4]2[CH2:13][N:14]([CH2:17][CH3:18])[C:15](=[O:16])[C:3]=12.[F:19][C:20]1[CH:25]=[CH:24][C:23](B(O)O)=[C:22]([O:29][CH3:30])[CH:21]=1, predict the reaction product. The product is: [NH2:1][C:2]1[C:11]2[CH:10]=[CH:9][CH:8]=[C:7]([C:23]3[CH:24]=[CH:25][C:20]([F:19])=[CH:21][C:22]=3[O:29][CH3:30])[C:6]=2[N:5]=[C:4]2[CH2:13][N:14]([CH2:17][CH3:18])[C:15](=[O:16])[C:3]=12. (4) Given the reactants [S:1]1[C:9]2[C:4](=[N:5][CH:6]=[CH:7][C:8]=2O)[CH:3]=[CH:2]1.O=P(Cl)(Cl)[Cl:13].[NH4+].[OH-], predict the reaction product. The product is: [Cl:13][C:8]1[CH:7]=[CH:6][N:5]=[C:4]2[CH:3]=[CH:2][S:1][C:9]=12.